This data is from Catalyst prediction with 721,799 reactions and 888 catalyst types from USPTO. The task is: Predict which catalyst facilitates the given reaction. (1) Reactant: [H-].[Al+3].[Li+].[H-].[H-].[H-].[CH3:7][O:8][C:9]1[CH:17]=[C:16]2[C:12]([CH:13]=[C:14]([C:18](OC)=O)[NH:15]2)=[CH:11][CH:10]=1.S([O-])([O-])(=O)=O.[Na+].[Na+].S([O-])([O-])(=O)=O.[Mg+2]. Product: [CH3:7][O:8][C:9]1[CH:17]=[C:16]2[C:12]([CH:13]=[C:14]([CH3:18])[NH:15]2)=[CH:11][CH:10]=1. The catalyst class is: 12. (2) Reactant: [I:1][C:2]1[CH:7]=[CH:6][C:5]([CH3:8])=[CH:4][CH:3]=1.[CH2:9]([C:13]1[CH:18]=[CH:17][CH:16]=[CH:15][CH:14]=1)[CH:10]([CH3:12])[CH3:11].[S:19](=[O:23])(=[O:22])([OH:21])[OH:20].[NH4+].[NH4+].[O-]S(OOS([O-])(=O)=O)(=O)=O. Product: [S:19]([O-:23])([OH:22])(=[O:21])=[O:20].[CH3:8][C:5]1[CH:6]=[CH:7][C:2]([I+:1][C:16]2[CH:17]=[CH:18][C:13]([CH2:9][CH:10]([CH3:12])[CH3:11])=[CH:14][CH:15]=2)=[CH:3][CH:4]=1. The catalyst class is: 6. (3) Reactant: [CH3:1][C:2]1[CH:7]=[C:6]([C:8]2[CH:13]=[CH:12][C:11](SC)=[CH:10][CH:9]=2)[NH:5][C:4](=[O:16])[CH:3]=1.O[O:18][S:19]([O-:21])=O.[K+].[CH3:23]O. Product: [CH3:1][C:2]1[CH:7]=[C:6]([C:8]2[CH:13]=[CH:12][C:11]([S:19]([CH3:23])(=[O:21])=[O:18])=[CH:10][CH:9]=2)[NH:5][C:4](=[O:16])[CH:3]=1. The catalyst class is: 6. (4) Reactant: [Br:1][C:2]1[CH:7]=[CH:6][C:5]([CH:8]([CH:15]([NH:22]O)[C:16]2[CH:17]=[N:18][CH:19]=[CH:20][CH:21]=2)[C:9](=[O:14])[C:10]([F:13])([F:12])[F:11])=[CH:4][CH:3]=1.II.[I-].[K+].C(=O)(O)[O-].[Na+]. Product: [Br:1][C:2]1[CH:7]=[CH:6][C:5]([C:8]2[C:15]([C:16]3[CH:17]=[N:18][CH:19]=[CH:20][CH:21]=3)=[N:22][O:14][C:9]=2[C:10]([F:11])([F:13])[F:12])=[CH:4][CH:3]=1. The catalyst class is: 90. (5) Reactant: [F:1][C:2]([F:17])([F:16])[C:3](=O)[CH2:4][C:5]([C:7]1[CH:12]=[CH:11][CH:10]=[CH:9][C:8]=1[O:13][CH3:14])=[O:6].Cl.[NH2:19]O. Product: [CH3:14][O:13][C:8]1[CH:9]=[CH:10][CH:11]=[CH:12][C:7]=1[C:5]1[O:6][N:19]=[C:3]([C:2]([F:17])([F:16])[F:1])[CH:4]=1. The catalyst class is: 8. (6) Reactant: C([Li])CCC.[C:6]([Si:10]([O:13][CH2:14][C:15]1[CH:20]=[C:19]([C:21]([F:24])([F:23])[F:22])[CH:18]=[CH:17][C:16]=1[C:25]1[CH:30]=[C:29]([CH:31]([CH3:33])[CH3:32])[C:28]([F:34])=[CH:27][C:26]=1[O:35][CH3:36])([CH3:12])[CH3:11])([CH3:9])([CH3:8])[CH3:7].B(OC)(OC)[O:38]C.C(O)(=O)C.OO. The catalyst class is: 20. Product: [Si:10]([O:13][CH2:14][C:15]1[CH:20]=[C:19]([C:21]([F:24])([F:22])[F:23])[CH:18]=[CH:17][C:16]=1[C:25]1[CH:30]=[C:29]([CH:31]([CH3:32])[CH3:33])[C:28]([F:34])=[C:27]([OH:38])[C:26]=1[O:35][CH3:36])([C:6]([CH3:7])([CH3:8])[CH3:9])([CH3:12])[CH3:11]. (7) Reactant: [N:1]1([C:7]([O:9][CH2:10][C:11]2[CH:16]=[CH:15][CH:14]=[CH:13][CH:12]=2)=[O:8])[CH2:6][CH2:5][NH:4][CH2:3][CH2:2]1.C(N(C(C)C)CC)(C)C.[N:26]([CH:29]([CH3:31])[CH3:30])=[C:27]=[O:28]. Product: [CH:29]([NH:26][C:27]([N:4]1[CH2:5][CH2:6][N:1]([C:7]([O:9][CH2:10][C:11]2[CH:16]=[CH:15][CH:14]=[CH:13][CH:12]=2)=[O:8])[CH2:2][CH2:3]1)=[O:28])([CH3:31])[CH3:30]. The catalyst class is: 317. (8) Reactant: [CH3:1][S:2](Cl)(=[O:4])=[O:3].[CH2:6]([NH:14][CH2:15][CH2:16][OH:17])[CH2:7][C:8]1[CH:13]=[CH:12][CH:11]=[CH:10][CH:9]=1.C(N(CC)CC)C. Product: [CH3:1][S:2]([N:14]([CH2:6][CH2:7][C:8]1[CH:13]=[CH:12][CH:11]=[CH:10][CH:9]=1)[CH2:15][CH2:16][O:17][S:2]([CH3:1])(=[O:4])=[O:3])(=[O:4])=[O:3]. The catalyst class is: 4. (9) Reactant: [C:1]12[C:7](=[CH:8][CH:9]=[CH:10][CH:11]=1)[NH:6][C:5](=[O:12])[O:4][C:2]2=[O:3].[C:13]1(P([C:14]2[CH:15]=[CH:16]C=[CH:18][CH:13]=2)[C:14]2[CH:15]=[CH:16]C=[CH:18][CH:13]=2)[CH:18]=C[CH:16]=[CH:15][CH:14]=1.[O:32]1CCC(CO)C1.N(C(OC(C)C)=O)=NC(OC(C)C)=O. Product: [O:32]1[CH2:16][CH2:15][CH2:14][CH:13]1[CH2:18][N:6]1[C:7]2[CH:8]=[CH:9][CH:10]=[CH:11][C:1]=2[C:2](=[O:3])[O:4][C:5]1=[O:12]. The catalyst class is: 2. (10) Reactant: CCN(CC)CC.[NH:8]1[CH2:11][CH:10]([C:12]2[N:17]=[CH:16][C:15]([N:18]([CH3:29])[C:19]3[N:24]=[CH:23][C:22]4[N:25]=[CH:26][N:27]([CH3:28])[C:21]=4[CH:20]=3)=[C:14]([CH2:30][CH3:31])[CH:13]=2)[CH2:9]1.[CH3:32][S:33](Cl)(=[O:35])=[O:34]. Product: [CH2:30]([C:14]1[CH:13]=[C:12]([CH:10]2[CH2:9][N:8]([S:33]([CH3:32])(=[O:35])=[O:34])[CH2:11]2)[N:17]=[CH:16][C:15]=1[N:18]([CH3:29])[C:19]1[N:24]=[CH:23][C:22]2[N:25]=[CH:26][N:27]([CH3:28])[C:21]=2[CH:20]=1)[CH3:31]. The catalyst class is: 2.